This data is from Full USPTO retrosynthesis dataset with 1.9M reactions from patents (1976-2016). The task is: Predict the reactants needed to synthesize the given product. (1) The reactants are: [CH3:1][O:2][C:3]1[CH:4]=[C:5]([CH:15]=[CH:16][CH:17]=1)[CH2:6]P(=O)(OCC)OCC.C[O-].[Na+].C1OCCOCCOCCOCCOCCOC1.[Br:39][C:40]1[CH:41]=[N:42][CH:43]=[C:44]([CH:47]=1)[CH:45]=O. Given the product [Br:39][C:40]1[CH:41]=[N:42][CH:43]=[C:44](/[CH:45]=[CH:6]/[C:5]2[CH:15]=[CH:16][CH:17]=[C:3]([O:2][CH3:1])[CH:4]=2)[CH:47]=1, predict the reactants needed to synthesize it. (2) The reactants are: [C:1](Cl)(=[O:5])[C:2](Cl)=[O:3].ClCCl.[F:10][C:11]1[CH:12]=[C:13]([C@H:19]2[NH:23][C@@H:22]([C:24]([OH:27])([CH3:26])[CH3:25])[CH2:21][CH2:20]2)[CH:14]=[C:15]([F:18])[C:16]=1[F:17].N1C=CC=CC=1. Given the product [CH3:26][C:24]1([CH3:25])[C@H:22]2[CH2:21][CH2:20][C@@H:19]([C:13]3[CH:12]=[C:11]([F:10])[C:16]([F:17])=[C:15]([F:18])[CH:14]=3)[N:23]2[C:2](=[O:3])[C:1](=[O:5])[O:27]1, predict the reactants needed to synthesize it.